From a dataset of Full USPTO retrosynthesis dataset with 1.9M reactions from patents (1976-2016). Predict the reactants needed to synthesize the given product. (1) Given the product [F:1][C:2]1[CH:3]=[C:4]([CH:8]=[CH:9][C:10]=1[O:11][CH:12]1[CH2:16][CH2:15][N:14]([CH:17]2[CH2:18][CH2:19][N:20]([C:23]3[S:27][N:26]=[C:25]([CH:28]([CH3:29])[CH3:30])[N:24]=3)[CH2:21][CH2:22]2)[C:13]1=[O:31])[C:5]([NH:56][CH2:57][CH2:58][OH:59])=[O:6], predict the reactants needed to synthesize it. The reactants are: [F:1][C:2]1[CH:3]=[C:4]([CH:8]=[CH:9][C:10]=1[O:11][CH:12]1[CH2:16][CH2:15][N:14]([CH:17]2[CH2:22][CH2:21][N:20]([C:23]3[S:27][N:26]=[C:25]([CH:28]([CH3:30])[CH3:29])[N:24]=3)[CH2:19][CH2:18]2)[C:13]1=[O:31])[C:5](O)=[O:6].CN(C(ON1N=NC2C=CC=NC1=2)=[N+](C)C)C.F[P-](F)(F)(F)(F)F.[NH2:56][CH2:57][CH2:58][OH:59]. (2) Given the product [F:43][C:42]([F:45])([F:44])[C:40]([OH:46])=[O:41].[NH2:32][C@H:19]([CH2:18][CH2:17][C:15]1[S:16][C:12]([C:8]2[CH:9]=[C:10]3[C:5](=[CH:6][CH:7]=2)[CH:4]=[N:3][C:2]([F:1])=[CH:11]3)=[CH:13][N:14]=1)[C@H:20]([C:21]1[CH:26]=[CH:25][C:24]([C:27]([F:28])([F:29])[F:30])=[CH:23][CH:22]=1)[OH:31], predict the reactants needed to synthesize it. The reactants are: [F:1][C:2]1[N:3]=[CH:4][C:5]2[C:10]([CH:11]=1)=[CH:9][C:8]([C:12]1[S:16][C:15]([CH2:17][CH2:18][C@@H:19]([NH:32]C(=O)OC(C)(C)C)[C@@H:20]([OH:31])[C:21]3[CH:26]=[CH:25][C:24]([C:27]([F:30])([F:29])[F:28])=[CH:23][CH:22]=3)=[N:14][CH:13]=1)=[CH:7][CH:6]=2.[C:40]([OH:46])([C:42]([F:45])([F:44])[F:43])=[O:41].